This data is from TCR-epitope binding with 47,182 pairs between 192 epitopes and 23,139 TCRs. The task is: Binary Classification. Given a T-cell receptor sequence (or CDR3 region) and an epitope sequence, predict whether binding occurs between them. (1) The epitope is FLNRFTTTL. The TCR CDR3 sequence is CASSRYQTEAFF. Result: 0 (the TCR does not bind to the epitope). (2) Result: 0 (the TCR does not bind to the epitope). The TCR CDR3 sequence is CASSRDRGEDTQYF. The epitope is GTSGSPIINR. (3) The epitope is YLQPRTFLL. The TCR CDR3 sequence is CSVRVADTQYF. Result: 0 (the TCR does not bind to the epitope). (4) The epitope is LPPIVAKEI. The TCR CDR3 sequence is CASSPRQGKEAFF. Result: 1 (the TCR binds to the epitope). (5) The epitope is RAKFKQLL. The TCR CDR3 sequence is CASTSRGVVDEQYF. Result: 0 (the TCR does not bind to the epitope). (6) The epitope is RLRPGGKKK. Result: 0 (the TCR does not bind to the epitope). The TCR CDR3 sequence is CASSRGPSSEQYF. (7) The epitope is TPGPGVRYPL. The TCR CDR3 sequence is CASSLARGGNEQYF. Result: 0 (the TCR does not bind to the epitope).